From a dataset of Retrosynthesis with 50K atom-mapped reactions and 10 reaction types from USPTO. Predict the reactants needed to synthesize the given product. (1) The reactants are: CCOC(=O)C1(Cc2ccccc2)CCCC1. Given the product O=C(O)C1(Cc2ccccc2)CCCC1, predict the reactants needed to synthesize it. (2) Given the product COC(=O)CC(=O)Nc1ccc(OCc2c(-c3ccccc3)noc2C)nn1, predict the reactants needed to synthesize it. The reactants are: COC(=O)CC(=O)Cl.Cc1onc(-c2ccccc2)c1COc1ccc(N)nn1. (3) The reactants are: CC(C)CC(NC(CCN1C(=O)c2cc3ccccc3cc2C1=O)C(=O)OC(C)(C)C)C(=O)NCCN1CCOCC1. Given the product CC(C)C[C@H](N[C@H](CCN1C(=O)c2cc3ccccc3cc2C1=O)C(=O)O)C(=O)NCCN1CCOCC1, predict the reactants needed to synthesize it.